This data is from Catalyst prediction with 721,799 reactions and 888 catalyst types from USPTO. The task is: Predict which catalyst facilitates the given reaction. (1) Reactant: C[O:2][C:3]([C:5]1[N:6]([CH2:18][C:19]([O:21]C(C)(C)C)=[O:20])[N:7]=[C:8]([NH:10][C:11]([O:13][C:14]([CH3:17])([CH3:16])[CH3:15])=[O:12])[CH:9]=1)=[O:4].[OH-].[Li+].Cl. Product: [C:14]([O:13][C:11]([NH:10][C:8]1[CH:9]=[C:5]([C:3]([OH:4])=[O:2])[N:6]([CH2:18][C:19]([OH:21])=[O:20])[N:7]=1)=[O:12])([CH3:17])([CH3:15])[CH3:16]. The catalyst class is: 7. (2) Reactant: Cl[C:2](Cl)=[CH:3][C:4]([C:6]1[C:7]([Cl:14])=[N:8][C:9]([Cl:13])=[C:10]([F:12])[CH:11]=1)=[O:5].[NH2:16][C:17]1[CH:22]=[CH:21][CH:20]=[CH:19][CH:18]=1.[CH:23]([NH2:26])([CH3:25])[CH3:24]. Product: [NH:16](/[C:2](/[NH:26][CH:23]([CH3:25])[CH3:24])=[CH:3]\[C:4]([C:6]1[C:7]([Cl:14])=[N:8][C:9]([Cl:13])=[C:10]([F:12])[CH:11]=1)=[O:5])[C:17]1[CH:22]=[CH:21][CH:20]=[CH:19][CH:18]=1. The catalyst class is: 135. (3) Reactant: Cl[C:2]1[CH:3]=[CH:4][C:5]2[C:6]([N:17]=1)=[N:7][C:8]([N:11]1[CH2:16][CH2:15][O:14][CH2:13][CH2:12]1)=[CH:9][N:10]=2.[NH2:18][C:19]1[O:20][C:21]2[CH:27]=[CH:26][C:25](B(O)O)=[CH:24][C:22]=2[N:23]=1.C([O-])([O-])=O.[Na+].[Na+]. Product: [O:14]1[CH2:15][CH2:16][N:11]([C:8]2[N:7]=[C:6]3[N:17]=[C:2]([C:25]4[CH:26]=[CH:27][C:21]5[O:20][C:19]([NH2:18])=[N:23][C:22]=5[CH:24]=4)[CH:3]=[CH:4][C:5]3=[N:10][CH:9]=2)[CH2:12][CH2:13]1. The catalyst class is: 70. (4) Reactant: [F:1][C:2]1[CH:3]=[C:4]2[C:8](=[C:9]([CH:11]=[CH:12][C:13]([O:15]C)=[O:14])[CH:10]=1)[NH:7][CH:6]=[C:5]2[CH3:17].[OH-].[Na+]. Product: [F:1][C:2]1[CH:3]=[C:4]2[C:8](=[C:9](/[CH:11]=[CH:12]/[C:13]([OH:15])=[O:14])[CH:10]=1)[NH:7][CH:6]=[C:5]2[CH3:17]. The catalyst class is: 36. (5) Reactant: Cl.[F:2][C:3]1[CH:27]=[CH:26][C:6]([CH2:7][O:8][CH2:9][C:10]([NH:12][CH2:13][CH2:14][CH2:15][CH2:16][CH2:17][NH:18]C(=O)OC(C)(C)C)=[O:11])=[CH:5][CH:4]=1. Product: [NH2:18][CH2:17][CH2:16][CH2:15][CH2:14][CH2:13][NH:12][C:10](=[O:11])[CH2:9][O:8][CH2:7][C:6]1[CH:26]=[CH:27][C:3]([F:2])=[CH:4][CH:5]=1. The catalyst class is: 12. (6) Reactant: [O-]S(C(F)(F)F)(=O)=O.[CH2:9]([O:11][C:12]([CH:14]1[CH2:23][C:22]2[C:17](=[CH:18][CH:19]=[CH:20][CH:21]=2)[C:16]([CH3:25])([CH3:24])[NH:15]1)=[O:13])[CH3:10].C[Si](C=[N+]=[N-])(C)C.[CH3:33][OH:34]. Product: [CH2:9]([O:11][C:12]([CH:14]1[CH2:23][C:22]2[C:17](=[CH:18][CH:19]=[C:20]([O:34][CH3:33])[CH:21]=2)[C:16]([CH3:24])([CH3:25])[NH:15]1)=[O:13])[CH3:10]. The catalyst class is: 2. (7) Reactant: C(N(CC)CC)C.O=C1CCC(=O)N1[O:15][C:16](=O)[CH2:17][C:18]#[N:19].[NH:21]1[CH2:26][CH2:25][CH2:24][C@@H:23]([NH:27][C:28]2[CH:33]=[CH:32][N:31]=[C:30]([NH:34][C:35]3[C:36](=[O:41])[NH:37][CH:38]=[CH:39][CH:40]=3)[N:29]=2)[CH2:22]1. Product: [O:15]=[C:16]([N:21]1[CH2:26][CH2:25][CH2:24][C@@H:23]([NH:27][C:28]2[CH:33]=[CH:32][N:31]=[C:30]([NH:34][C:35]3[C:36](=[O:41])[NH:37][CH:38]=[CH:39][CH:40]=3)[N:29]=2)[CH2:22]1)[CH2:17][C:18]#[N:19]. The catalyst class is: 4.